From a dataset of Forward reaction prediction with 1.9M reactions from USPTO patents (1976-2016). Predict the product of the given reaction. (1) Given the reactants [Br:1][C:2]1[CH:7]=[C:6]([CH3:8])[C:5]([C:9]2[CH:10]=[C:11]([C:21]#[N:22])[N:12]3[C:17]([S:18][CH3:19])=[CH:16][C:15]([CH3:20])=[N:14][C:13]=23)=[C:4]([CH3:23])[CH:3]=1.[OH-:24].[Na+], predict the reaction product. The product is: [Br:1][C:2]1[CH:7]=[C:6]([CH3:8])[C:5]([C:9]2[CH:10]=[C:11]([C:21]([NH2:22])=[O:24])[N:12]3[C:17]([S:18][CH3:19])=[CH:16][C:15]([CH3:20])=[N:14][C:13]=23)=[C:4]([CH3:23])[CH:3]=1. (2) Given the reactants [Cl:1][C:2]1[CH:7]=[C:6]([O:8]C)[CH:5]=[CH:4][C:3]=1[CH:10]([CH3:27])[C:11]([C:17]1[CH:18]=[N:19][C:20]2[C:25]([CH:26]=1)=[CH:24][CH:23]=[CH:22][CH:21]=2)([OH:16])[C:12]([F:15])([F:14])[F:13].C([O-])([O-])=O.[Na+].[Na+], predict the reaction product. The product is: [Cl:1][C:2]1[CH:7]=[C:6]([OH:8])[CH:5]=[CH:4][C:3]=1[CH:10]([CH3:27])[C:11]([OH:16])([C:17]1[CH:18]=[N:19][C:20]2[C:25]([CH:26]=1)=[CH:24][CH:23]=[CH:22][CH:21]=2)[C:12]([F:14])([F:13])[F:15]. (3) Given the reactants ClC1C=C2C(C)(C)/C(=C\C=C(/C3C=CC=C(CCCCC(O[N:70]4[C:74](=[O:75])[CH2:73][CH2:72][C:71]4=[O:76])=O)C=3)\C=C\C3C(C)(C)C4C5C=C(S([O-])(=O)=O)C=C(S([O-])(=O)=O)C=5C=CC=4[N+]=3CCCCS([O-])(=O)=O)/N=C2N(CCCCS([O-])(=O)=O)C=1.[Na+:77].[Na+].[Na+].[C:80]([CH2:83][CH2:84]/[C:85](/[CH:110]=[CH:111]/[C:112]1[C:113]([CH3:130])([CH3:129])[C:114]2[C:115]([N:128]=1)=[N+:116]([CH2:121][CH2:122][CH2:123][S:124]([O-:127])(=[O:126])=[O:125])[CH:117]=[C:118]([Cl:120])[CH:119]=2)=[CH:86]\[CH:87]=[C:88]1\[N:89]([CH2:103][CH2:104][CH2:105][S:106]([O-:109])(=[O:108])=[O:107])[C:90]2[C:95]([C:96]\1([CH3:98])[CH3:97])=[CH:94][C:93]([S:99]([O-:102])(=[O:101])=[O:100])=[CH:92][CH:91]=2)([OH:82])=[O:81].[Na+].[Na+], predict the reaction product. The product is: [Cl:120][C:118]1[CH:119]=[C:114]2[C:113]([CH3:130])([CH3:129])[C:112](/[CH:111]=[CH:110]/[C:85](/[CH2:84][CH2:83][C:80]([O:82][N:70]3[C:74](=[O:75])[CH2:73][CH2:72][C:71]3=[O:76])=[O:81])=[CH:86]/[CH:87]=[C:88]3/[N:89]([CH2:103][CH2:104][CH2:105][S:106]([O-:109])(=[O:107])=[O:108])[C:90]4[C:95]([C:96]/3([CH3:97])[CH3:98])=[CH:94][C:93]([S:99]([O-:102])(=[O:100])=[O:101])=[CH:92][CH:91]=4)=[N:128][C:115]2=[N+:116]([CH2:121][CH2:122][CH2:123][S:124]([O-:127])(=[O:126])=[O:125])[CH:117]=1.[Na+:77].[Na+:77]. (4) Given the reactants [CH3:1][O:2][C:3]1[CH:12]=[CH:11][C:10]([NH2:13])=[C:9]2[C:4]=1[CH:5]=[CH:6][CH:7]=[N:8]2.[CH3:14][O:15][C:16]([C:18]#[C:19][C:20]([O:22][CH3:23])=[O:21])=[O:17], predict the reaction product. The product is: [CH3:14][O:15][C:16](=[O:17])[C:18]([NH:13][C:10]1[CH:11]=[CH:12][C:3]([O:2][CH3:1])=[C:4]2[C:9]=1[N:8]=[CH:7][CH:6]=[CH:5]2)=[CH:19][C:20]([O:22][CH3:23])=[O:21]. (5) The product is: [F:17][C:13]1[N:12]=[C:11]([N:8]2[CH2:9][CH2:10][N:5]([CH2:4][CH2:3][CH2:2][NH:29][C:26]3[S:27][CH:28]=[C:24]([C:18]4[CH:23]=[CH:22][CH:21]=[CH:20][CH:19]=4)[N:25]=3)[CH2:6][CH2:7]2)[CH:16]=[CH:15][CH:14]=1. Given the reactants Br[CH2:2][CH2:3][CH2:4][N:5]1[CH2:10][CH2:9][N:8]([C:11]2[CH:16]=[CH:15][CH:14]=[C:13]([F:17])[N:12]=2)[CH2:7][CH2:6]1.[C:18]1([C:24]2[N:25]=[C:26]([NH2:29])[S:27][CH:28]=2)[CH:23]=[CH:22][CH:21]=[CH:20][CH:19]=1.C(=O)([O-])[O-].[Cs+].[Cs+], predict the reaction product. (6) Given the reactants [NH2:1][C:2]1[N:7]=[C:6]([CH2:8][CH2:9][C:10]([NH:12][C:13]2[CH:18]=[CH:17][CH:16]=[CH:15][CH:14]=2)=[O:11])[C:5]([C:19]2[CH:24]=[CH:23][C:22]([N+:25]([O-])=O)=[CH:21][CH:20]=2)=[C:4]([NH2:28])[N:3]=1.[Cl:29][C:30]1[CH:37]=[CH:36][C:33]([CH:34]=O)=[CH:32][CH:31]=1.[BH3-]C#N.[Na+], predict the reaction product. The product is: [NH2:1][C:2]1[N:7]=[C:6]([CH2:8][CH2:9][C:10]([NH:12][C:13]2[CH:18]=[CH:17][CH:16]=[CH:15][CH:14]=2)=[O:11])[C:5]([C:19]2[CH:24]=[CH:23][C:22]([NH:25][CH2:34][C:33]3[CH:36]=[CH:37][C:30]([Cl:29])=[CH:31][CH:32]=3)=[CH:21][CH:20]=2)=[C:4]([NH2:28])[N:3]=1.